Dataset: Catalyst prediction with 721,799 reactions and 888 catalyst types from USPTO. Task: Predict which catalyst facilitates the given reaction. (1) Reactant: [S:1]([CH:5]([CH2:9][C:10]([OH:12])=[O:11])[C:6]([OH:8])=[O:7])([OH:4])(=[O:3])=[O:2].C([O-])(=O)C.[Na+:17]. Product: [S:1]([CH:5]([CH2:9][C:10]([O-:12])=[O:11])[C:6]([O-:8])=[O:7])([OH:4])(=[O:3])=[O:2].[Na+:17].[Na+:17]. The catalyst class is: 6. (2) Reactant: [Cl:1][C:2]1[CH:41]=[CH:40][C:5]([CH2:6][C@@H:7]([NH:28][CH:29]2[CH2:34][CH2:33][CH:32]([O:35][CH2:36][CH2:37][O:38][CH3:39])[CH2:31][CH2:30]2)[C:8]([N:10]2[CH2:15][CH2:14][C:13]([CH:22]3[CH2:27][CH2:26][CH2:25][CH2:24][CH2:23]3)([CH2:16][N:17]3[CH:21]=[N:20][CH:19]=[N:18]3)[CH2:12][CH2:11]2)=[O:9])=[CH:4][CH:3]=1.Cl. Product: [ClH:1].[Cl:1][C:2]1[CH:41]=[CH:40][C:5]([CH2:6][C@@H:7]([NH:28][CH:29]2[CH2:30][CH2:31][CH:32]([O:35][CH2:36][CH2:37][O:38][CH3:39])[CH2:33][CH2:34]2)[C:8]([N:10]2[CH2:11][CH2:12][C:13]([CH:22]3[CH2:23][CH2:24][CH2:25][CH2:26][CH2:27]3)([CH2:16][N:17]3[CH:21]=[N:20][CH:19]=[N:18]3)[CH2:14][CH2:15]2)=[O:9])=[CH:4][CH:3]=1. The catalyst class is: 698. (3) Product: [CH2:7]([O:14][C:15]1[CH:19]=[C:18]([CH2:20][OH:21])[N:17]([CH:24]2[CH2:29][CH2:28][CH2:27][CH2:26][CH2:25]2)[N:16]=1)[C:8]1[CH:9]=[CH:10][CH:11]=[CH:12][CH:13]=1. Reactant: [H-].[Al+3].[Li+].[H-].[H-].[H-].[CH2:7]([O:14][C:15]1[CH:19]=[C:18]([C:20](OC)=[O:21])[N:17]([CH:24]2[CH2:29][CH2:28][CH2:27][CH2:26][CH2:25]2)[N:16]=1)[C:8]1[CH:13]=[CH:12][CH:11]=[CH:10][CH:9]=1.CC(C)=O. The catalyst class is: 334.